Dataset: NCI-60 drug combinations with 297,098 pairs across 59 cell lines. Task: Regression. Given two drug SMILES strings and cell line genomic features, predict the synergy score measuring deviation from expected non-interaction effect. (1) Drug 1: C1CN1P(=S)(N2CC2)N3CC3. Drug 2: C1=NC(=NC(=O)N1C2C(C(C(O2)CO)O)O)N. Cell line: CAKI-1. Synergy scores: CSS=25.8, Synergy_ZIP=-13.2, Synergy_Bliss=-11.8, Synergy_Loewe=-17.8, Synergy_HSA=-11.3. (2) Synergy scores: CSS=33.5, Synergy_ZIP=7.66, Synergy_Bliss=8.98, Synergy_Loewe=-17.9, Synergy_HSA=8.11. Cell line: OVCAR-8. Drug 1: CC1OCC2C(O1)C(C(C(O2)OC3C4COC(=O)C4C(C5=CC6=C(C=C35)OCO6)C7=CC(=C(C(=C7)OC)O)OC)O)O. Drug 2: CC1=CC2C(CCC3(C2CCC3(C(=O)C)OC(=O)C)C)C4(C1=CC(=O)CC4)C. (3) Drug 2: CC1=C(C(=O)C2=C(C1=O)N3CC4C(C3(C2COC(=O)N)OC)N4)N. Cell line: SF-295. Synergy scores: CSS=32.4, Synergy_ZIP=-1.26, Synergy_Bliss=-0.200, Synergy_Loewe=-32.2, Synergy_HSA=0.276. Drug 1: CN(C(=O)NC(C=O)C(C(C(CO)O)O)O)N=O. (4) Drug 1: C1CC2CC3=C(CC1C24CN(S(=O)(=O)N4)CC(F)(F)F)C=CC(=C3)C=CCN5CCC(CC5)C(F)(F)F. Drug 2: C1CNP(=O)(OC1)N(CCCl)CCCl. Cell line: SK-OV-3. Synergy scores: CSS=14.5, Synergy_ZIP=6.68, Synergy_Bliss=16.5, Synergy_Loewe=6.80, Synergy_HSA=11.1. (5) Drug 1: CC1=C(C=C(C=C1)NC(=O)C2=CC=C(C=C2)CN3CCN(CC3)C)NC4=NC=CC(=N4)C5=CN=CC=C5. Drug 2: CS(=O)(=O)CCNCC1=CC=C(O1)C2=CC3=C(C=C2)N=CN=C3NC4=CC(=C(C=C4)OCC5=CC(=CC=C5)F)Cl. Cell line: NCIH23. Synergy scores: CSS=-2.54, Synergy_ZIP=-1.92, Synergy_Bliss=-2.28, Synergy_Loewe=-2.98, Synergy_HSA=-2.95. (6) Cell line: IGROV1. Drug 2: C(CCl)NC(=O)N(CCCl)N=O. Drug 1: C1=NC2=C(N=C(N=C2N1C3C(C(C(O3)CO)O)F)Cl)N. Synergy scores: CSS=4.06, Synergy_ZIP=-2.25, Synergy_Bliss=-0.384, Synergy_Loewe=0.0778, Synergy_HSA=-0.0254. (7) Drug 1: CN(C)N=NC1=C(NC=N1)C(=O)N. Drug 2: CCCS(=O)(=O)NC1=C(C(=C(C=C1)F)C(=O)C2=CNC3=C2C=C(C=N3)C4=CC=C(C=C4)Cl)F. Cell line: OVCAR-5. Synergy scores: CSS=-6.40, Synergy_ZIP=3.34, Synergy_Bliss=-0.857, Synergy_Loewe=-7.51, Synergy_HSA=-6.83.